This data is from Reaction yield outcomes from USPTO patents with 853,638 reactions. The task is: Predict the reaction yield, written as a fraction of the theoretical maximum amount of product (1.0 means a 100% yield; for example, 0.34 means a 34% yield). (1) The reactants are [OH-].[Na+].C([O:5][C:6]([C:8]1[C:12]2[CH2:13][CH2:14][CH:15]([CH3:16])[C:11]=2[NH:10][N:9]=1)=[O:7])C. The catalyst is CO. The product is [CH3:16][CH:15]1[C:11]2[NH:10][N:9]=[C:8]([C:6]([OH:7])=[O:5])[C:12]=2[CH2:13][CH2:14]1. The yield is 0.733. (2) The reactants are [CH3:1][O:2][C:3]([N:5]1[CH2:10][CH2:9][N:8]([C:11](=[O:20])[CH2:12][C:13]2[CH:18]=[CH:17][CH:16]=[CH:15][C:14]=2[NH2:19])[CH:7]([CH2:21][N:22]2[CH2:26][CH2:25][CH2:24][CH2:23]2)[CH2:6]1)=[O:4].C(N(CC)CC)C.CS(Cl)(=O)=O.CO. The catalyst is C(Cl)Cl. The product is [NH4+:5].[OH-:2].[CH3:1][O:2][C:3]([N:5]1[CH2:10][CH2:9][N:8]([C:11](=[O:20])[CH2:12][C:13]2[CH:18]=[CH:17][CH:16]=[CH:15][C:14]=2[NH2:19])[CH:7]([CH2:21][N:22]2[CH2:23][CH2:24][CH2:25][CH2:26]2)[CH2:6]1)=[O:4]. The yield is 0.280. (3) The reactants are [CH3:1][O:2][C:3]([C@:5]1([CH2:11][O:12]CC2C=CC=CC=2)[CH2:9][CH2:8][CH2:7][N:6]1[CH3:10])=[O:4]. The catalyst is [OH-].[OH-].[Pd+2].C(O)(=O)C. The product is [CH3:1][O:2][C:3]([C@:5]1([CH2:11][OH:12])[CH2:9][CH2:8][CH2:7][N:6]1[CH3:10])=[O:4]. The yield is 0.990. (4) The reactants are [Cl:1][C:2]1[CH:7]=[CH:6][CH:5]=[CH:4][C:3]=1[C:8]1[C:13]([Cl:14])=[CH:12][C:11]([O:15][CH3:16])=[C:10]([C:17]([N:19]2[CH2:24][CH2:23][N:22]([C:25](OC(C)(C)C)=[O:26])[CH2:21][CH2:20]2)=[O:18])[CH:9]=1.Cl.CO.[CH3:35][N:36]([CH3:43])[CH2:37][CH:38]=[CH:39]C(O)=O.F[P-](F)(F)(F)(F)F.N1(O[P+](N(C)C)(N(C)C)N(C)C)C2C=CC=CC=2N=N1.CCN(C(C)C)C(C)C. The catalyst is C(OCC)(=O)C.CN(C=O)C. The product is [Cl:1][C:2]1[CH:7]=[CH:6][CH:5]=[CH:4][C:3]=1[C:8]1[C:13]([Cl:14])=[CH:12][C:11]([O:15][CH3:16])=[C:10]([C:17]([N:19]2[CH2:20][CH2:21][N:22]([C:25](=[O:26])/[CH:39]=[CH:38]/[CH2:37][N:36]([CH3:43])[CH3:35])[CH2:23][CH2:24]2)=[O:18])[CH:9]=1. The yield is 0.800. (5) The product is [OH:2][CH2:1][CH2:31][C@@H:33]1[CH:50]2[C@:45]([CH3:52])([CH2:46][CH2:47][C:48](=[O:51])[CH2:49]2)[C@@H:44]2[C@H:35]([C@H:36]3[C@@:40]([CH2:42][CH2:43]2)([CH3:41])[C:39](=[O:53])[CH2:38][CH2:37]3)[CH2:34]1. The reactants are [CH2:1]1COC23OCCOC2([C@]2(CC[C@H]4[C@@H](C[C@H](CCO)C5[C@]4(C)CCCC5)[C@@H]2C3)C)[O:2]1.[C:31]([C@@H:33]1[CH:50]2[C@:45]([CH3:52])([CH2:46][CH2:47][C:48](=[O:51])[CH2:49]2)[C@@H:44]2[C@H:35]([C@H:36]3[C@@:40]([CH2:42][CH2:43]2)([CH3:41])[C:39](=[O:53])[CH2:38][CH2:37]3)[CH2:34]1)#N. No catalyst specified. The yield is 1.00. (6) The reactants are [NH2:1][C:2]1[N:6]=[C:5]([NH2:7])[NH:4][N:3]=1.[C:8]12(CS(O)(=O)=O)[C:15]([CH3:17])(C)[CH:12]([CH2:13][CH2:14]1)[CH2:11][C:9]2=O.[C:23]1(C)C=CC=CC=1. No catalyst specified. The product is [C:8]1([C:15]2[N:3]3[N:4]=[C:5]([NH2:7])[N:6]=[C:2]3[N:1]=[CH:23][CH:17]=2)[CH:9]=[CH:11][CH:12]=[CH:13][CH:14]=1. The yield is 0.630. (7) The product is [O:17]=[C:8]1[C:9]2[C:14](=[CH:13][CH:12]=[CH:11][CH:10]=2)[C:15](=[O:16])[N:7]1[CH:4]1[CH2:5][C:6]2[NH:27][C:24]3[CH:23]=[CH:22][C:21]([C:19]#[N:20])=[CH:26][C:25]=3[C:2]=2[CH2:3]1. The reactants are O=[C:2]1[CH2:6][CH2:5][CH:4]([N:7]2[C:15](=[O:16])[C:14]3[C:9](=[CH:10][CH:11]=[CH:12][CH:13]=3)[C:8]2=[O:17])[CH2:3]1.Cl.[C:19]([C:21]1[CH:26]=[CH:25][C:24]([NH:27]N)=[CH:23][CH:22]=1)#[N:20]. The yield is 0.660. The catalyst is CC(O)=O.O1CCOCC1.Cl.O. (8) The reactants are F[C:2]1[C:12]([C:13](=[O:32])[CH2:14][N:15]2[CH2:20][CH2:19][N:18]([C:21]3[CH:30]=[CH:29][CH:28]=[C:27]4[C:22]=3[CH:23]=[CH:24][C:25]([CH3:31])=[N:26]4)[CH2:17][CH2:16]2)=[CH:11][C:5]2[NH:6][C:7](=[O:10])[CH2:8][O:9][C:4]=2[CH:3]=1.[BH4-].[Na+]. The catalyst is CO. The product is [OH:32][CH:13]([C:12]1[CH:2]=[CH:3][C:4]2[O:9][CH2:8][C:7](=[O:10])[NH:6][C:5]=2[CH:11]=1)[CH2:14][N:15]1[CH2:20][CH2:19][N:18]([C:21]2[CH:30]=[CH:29][CH:28]=[C:27]3[C:22]=2[CH:23]=[CH:24][C:25]([CH3:31])=[N:26]3)[CH2:17][CH2:16]1. The yield is 0.480.